From a dataset of NCI-60 drug combinations with 297,098 pairs across 59 cell lines. Regression. Given two drug SMILES strings and cell line genomic features, predict the synergy score measuring deviation from expected non-interaction effect. Drug 1: CC(C)CN1C=NC2=C1C3=CC=CC=C3N=C2N. Drug 2: C(CN)CNCCSP(=O)(O)O. Cell line: SK-MEL-5. Synergy scores: CSS=-0.173, Synergy_ZIP=1.61, Synergy_Bliss=1.70, Synergy_Loewe=1.92, Synergy_HSA=-2.11.